This data is from Forward reaction prediction with 1.9M reactions from USPTO patents (1976-2016). The task is: Predict the product of the given reaction. (1) The product is: [OH:7][CH2:6][CH:5]([NH:4][C:1](=[O:3])[CH3:2])[CH2:10][N:11]1[CH2:16][CH2:15][N:14]([CH3:17])[CH2:13][CH2:12]1. Given the reactants [C:1]([NH:4][CH:5]([CH2:10][N:11]1[CH2:16][CH2:15][N:14]([CH3:17])[CH2:13][CH2:12]1)[C:6](OC)=[O:7])(=[O:3])[CH3:2].[BH4-].[Na+].O.ClCCl, predict the reaction product. (2) Given the reactants [CH:1]([C:3]1[CH:4]=[C:5]([C:8]([O:10][CH2:11][CH3:12])=[O:9])[NH:6][CH:7]=1)=O.[CH3:13][NH:14][CH3:15].[BH-](OC(C)=O)(OC(C)=O)OC(C)=O.[Na+], predict the reaction product. The product is: [CH3:13][N:14]([CH2:1][C:3]1[CH:4]=[C:5]([C:8]([O:10][CH2:11][CH3:12])=[O:9])[NH:6][CH:7]=1)[CH3:15]. (3) Given the reactants C(OC(=O)[NH:7][CH2:8][CH2:9][C:10]1[N:15]=[C:14]([C:16]2[CH:24]=[CH:23][CH:22]=[C:21]3[C:17]=2[CH:18]=[CH:19][N:20]3[S:25]([C:28]2[CH:33]=[CH:32][CH:31]=[CH:30][CH:29]=2)(=[O:27])=[O:26])[CH:13]=[C:12]([N:34]2[CH2:39][CH2:38][O:37][CH2:36][CH2:35]2)[N:11]=1)(C)(C)C.C(O)(C(F)(F)F)=O, predict the reaction product. The product is: [C:28]1([S:25]([N:20]2[C:21]3[C:17]([CH:16]([C:14]4[CH:13]=[C:12]([N:34]5[CH2:39][CH2:38][O:37][CH2:36][CH2:35]5)[N:11]=[C:10]([CH2:9][CH2:8][NH2:7])[N:15]=4)[CH:24]=[CH:23][CH:22]=3)=[CH:18][CH2:19]2)(=[O:26])=[O:27])[CH:33]=[CH:32][CH:31]=[CH:30][CH:29]=1. (4) Given the reactants C(/C(=C/CC)/C=C/C(O)C)(C)(C)C.[C:14](/[C:19](=[CH:25]/[CH2:26][CH3:27])/[C:20]#[C:21][C:22](=[O:24])[CH3:23])([CH2:17][CH3:18])([CH3:16])[CH3:15].[H-].[H-].[H-].[H-].[Li+].[Al+3], predict the reaction product. The product is: [C:14](/[C:19](=[CH:25]/[CH2:26][CH3:27])/[CH:20]=[CH:21]/[CH:22]([OH:24])[CH3:23])([CH2:17][CH3:18])([CH3:15])[CH3:16]. (5) Given the reactants Cl.[CH2:2]([CH:4]1[CH2:9][NH:8][CH2:7][CH2:6][NH:5]1)[CH3:3].[Cl:10][C:11]1[CH:12]=[CH:13][C:14]2[CH:18]=[C:17]([S:19](Cl)(=[O:21])=[O:20])[S:16][C:15]=2[CH:23]=1.C(N(CC)CC)C, predict the reaction product. The product is: [Cl:10][C:11]1[CH:12]=[CH:13][C:14]2[CH:18]=[C:17]([S:19]([N:8]3[CH2:7][CH2:6][NH:5][CH:4]([CH2:2][CH3:3])[CH2:9]3)(=[O:21])=[O:20])[S:16][C:15]=2[CH:23]=1. (6) Given the reactants [Cl:1][C:2]1[CH:3]=[C:4]2[C:8](=[CH:9][CH:10]=1)[NH:7][C:6]([C:11]([O:13][CH2:14][CH3:15])=[O:12])=[CH:5]2.[H-].[Na+].[C:18]([C:22]1[CH:29]=[CH:28][C:25]([CH2:26]Br)=[CH:24][CH:23]=1)([CH3:21])([CH3:20])[CH3:19], predict the reaction product. The product is: [C:18]([C:22]1[CH:23]=[CH:24][C:25]([CH2:26][N:7]2[C:8]3[C:4](=[CH:3][C:2]([Cl:1])=[CH:10][CH:9]=3)[CH:5]=[C:6]2[C:11]([O:13][CH2:14][CH3:15])=[O:12])=[CH:28][CH:29]=1)([CH3:21])([CH3:19])[CH3:20].